This data is from Catalyst prediction with 721,799 reactions and 888 catalyst types from USPTO. The task is: Predict which catalyst facilitates the given reaction. Reactant: Br[C:2]1[CH:7]=[CH:6][CH:5]=[CH:4][C:3]=1/[CH:8]=[CH:9]/[C:10]([O:12][CH2:13][CH3:14])=[O:11].[O:15]=[C:16]1[NH:21][CH2:20][CH2:19][N:18]([C:22]([O:24][C:25]([CH3:28])([CH3:27])[CH3:26])=[O:23])[CH2:17]1.[O-]P([O-])([O-])=O.[K+].[K+].[K+].CN[C@@H]1CCCC[C@H]1NC. Product: [CH2:13]([O:12][C:10](=[O:11])/[CH:9]=[CH:8]/[C:3]1[CH:4]=[CH:5][CH:6]=[CH:7][C:2]=1[N:21]1[CH2:20][CH2:19][N:18]([C:22]([O:24][C:25]([CH3:27])([CH3:26])[CH3:28])=[O:23])[CH2:17][C:16]1=[O:15])[CH3:14]. The catalyst class is: 122.